This data is from Catalyst prediction with 721,799 reactions and 888 catalyst types from USPTO. The task is: Predict which catalyst facilitates the given reaction. (1) Reactant: [NH2:1][C:2]1[C:3]([C:18](O)=[O:19])=[N:4][C:5]([C:8]2[C:13]([C:14]([F:17])([F:16])[F:15])=[CH:12][CH:11]=[CH:10][N:9]=2)=[CH:6][N:7]=1.C(N(C(C)C)C(C)C)C.[NH2:30][C:31]1[C:36]([N:37]2[CH2:42][CH2:41][C:40]([NH:45][C:46](=[O:52])[O:47][C:48]([CH3:51])([CH3:50])[CH3:49])([CH2:43][CH3:44])[CH2:39][CH2:38]2)=[CH:35][CH:34]=[CH:33][N:32]=1. Product: [NH2:1][C:2]1[C:3]([C:18]([NH:30][C:31]2[C:36]([N:37]3[CH2:42][CH2:41][C:40]([NH:45][C:46](=[O:52])[O:47][C:48]([CH3:51])([CH3:50])[CH3:49])([CH2:43][CH3:44])[CH2:39][CH2:38]3)=[CH:35][CH:34]=[CH:33][N:32]=2)=[O:19])=[N:4][C:5]([C:8]2[C:13]([C:14]([F:16])([F:17])[F:15])=[CH:12][CH:11]=[CH:10][N:9]=2)=[CH:6][N:7]=1. The catalyst class is: 3. (2) Reactant: [F-:1].[K+].Cl([O-])(=O)(=O)=O.[CH3:8][O:9][CH2:10][N+:11]1([CH3:16])[CH2:15][CH2:14][CH2:13][CH2:12]1. Product: [F-:1].[CH3:8][O:9][CH2:10][N+:11]1([CH3:16])[CH2:15][CH2:14][CH2:13][CH2:12]1. The catalyst class is: 6. (3) Reactant: [H-].[Na+].[F:3][C:4]1[CH:16]=[C:15]2[C:7]([C:8]3[CH:9]=[C:10]([CH:17]=[O:18])[CH:11]=[CH:12][C:13]=3[NH:14]2)=[CH:6][CH:5]=1.I[CH2:20][CH3:21].O. Product: [CH2:20]([N:14]1[C:13]2[CH:12]=[CH:11][C:10]([CH:17]=[O:18])=[CH:9][C:8]=2[C:7]2[C:15]1=[CH:16][C:4]([F:3])=[CH:5][CH:6]=2)[CH3:21]. The catalyst class is: 588. (4) Reactant: [Br:1][C:2]1[C:3]([O:13][CH3:14])=[C:4]([CH2:8][C:9](OC)=[O:10])[CH:5]=[CH:6][CH:7]=1.[Li+].[BH4-].Cl. Product: [Br:1][C:2]1[C:3]([O:13][CH3:14])=[C:4]([CH2:8][CH2:9][OH:10])[CH:5]=[CH:6][CH:7]=1. The catalyst class is: 1. (5) The catalyst class is: 7. Product: [CH:16]1([CH:8]([C:7]2[CH:6]=[C:5]([CH:10]3[CH2:15][CH2:14][O:13][CH2:12][CH2:11]3)[S:4][C:3]=2[CH2:1][CH3:2])[OH:9])[CH2:21][CH2:20][CH2:19][CH2:18][CH2:17]1. Reactant: [CH2:1]([C:3]1[S:4][C:5]([CH:10]2[CH2:15][CH2:14][O:13][CH2:12][CH2:11]2)=[CH:6][C:7]=1[CH:8]=[O:9])[CH3:2].[CH:16]1([Mg]Br)[CH2:21][CH2:20][CH2:19][CH2:18][CH2:17]1.O1CCCC1.[Cl-].[NH4+]. (6) Reactant: C([O:8][CH2:9][CH2:10][O:11][C:12]([C:14]1[CH:15]=[C:16]([C:34]2[CH:39]=[CH:38][C:37]([O:40][CH2:41][CH2:42][O:43]CC3C=CC=CC=3)=[CH:36][CH:35]=2)[CH:17]=[C:18]([C:20]2[CH:25]=[CH:24][C:23]([O:26]CC3C=CC=CC=3)=[CH:22][CH:21]=2)[CH:19]=1)=[O:13])C1C=CC=CC=1.C. Product: [OH:8][CH2:9][CH2:10][O:11][C:12]([C:14]1[CH:15]=[C:16]([C:34]2[CH:39]=[CH:38][C:37]([O:40][CH2:41][CH2:42][OH:43])=[CH:36][CH:35]=2)[CH:17]=[C:18]([C:20]2[CH:21]=[CH:22][C:23]([OH:26])=[CH:24][CH:25]=2)[CH:19]=1)=[O:13]. The catalyst class is: 312. (7) Reactant: Br[CH2:2]/[CH:3]=[CH:4]/[C:5]([NH:7][C:8]1[CH:9]=[C:10]2[C:15](=[CH:16][C:17]=1[O:18][CH3:19])[N:14]=[CH:13][N:12]=[C:11]2[NH:20][C:21]1[CH:26]=[CH:25][C:24]([F:27])=[C:23]([Cl:28])[C:22]=1[F:29])=[O:6].[O:30]1[C@H:35]2[CH2:36][NH:37][CH2:38][C@H:34]2[O:33][CH2:32][CH2:31]1.CCN(C(C)C)C(C)C.O. Product: [Cl:28][C:23]1[C:22]([F:29])=[C:21]([NH:20][C:11]2[C:10]3[C:15](=[CH:16][C:17]([O:18][CH3:19])=[C:8]([NH:7][C:5](=[O:6])/[CH:4]=[CH:3]/[CH2:2][N:37]4[CH2:36][C@H:35]5[O:30][CH2:31][CH2:32][O:33][C@H:34]5[CH2:38]4)[CH:9]=3)[N:14]=[CH:13][N:12]=2)[CH:26]=[CH:25][C:24]=1[F:27]. The catalyst class is: 44. (8) Reactant: [H-].[Na+].[O:3]=[S:4]1(=[O:10])[CH2:9][CH2:8][CH2:7][CH2:6][NH:5]1.F[C:12]1[CH:19]=[CH:18][CH:17]=[CH:16][C:13]=1[C:14]#[N:15]. Product: [O:3]=[S:4]1(=[O:10])[CH2:9][CH2:8][CH2:7][CH2:6][N:5]1[C:12]1[CH:19]=[CH:18][CH:17]=[CH:16][C:13]=1[C:14]#[N:15]. The catalyst class is: 35. (9) Reactant: [C:1]([C:3]1[CH:4]=[C:5]2[N:11]=[C:10]([C:12]([C:14]3[C:22]([O:23][CH3:24])=[CH:21][C:20]([CH3:25])=[C:19]4[C:15]=3[CH:16]=[CH:17][N:18]4[C:26]([O:28][C:29]([CH3:32])([CH3:31])[CH3:30])=[O:27])=[O:13])[N:9]([CH2:33][O:34][CH2:35][CH2:36][Si:37]([CH3:40])([CH3:39])[CH3:38])[C:6]2=[N:7][CH:8]=1)#[N:2].[F-].[Cs+].C[Si](C)(C)[C:45]([F:48])([F:47])[F:46].CCCC[N+](CCCC)(CCCC)CCCC.[F-]. Product: [C:1]([C:3]1[CH:4]=[C:5]2[N:11]=[C:10]([C:12]([C:14]3[C:22]([O:23][CH3:24])=[CH:21][C:20]([CH3:25])=[C:19]4[C:15]=3[CH:16]=[CH:17][N:18]4[C:26]([O:28][C:29]([CH3:30])([CH3:31])[CH3:32])=[O:27])([OH:13])[C:45]([F:48])([F:47])[F:46])[N:9]([CH2:33][O:34][CH2:35][CH2:36][Si:37]([CH3:38])([CH3:39])[CH3:40])[C:6]2=[N:7][CH:8]=1)#[N:2]. The catalyst class is: 1. (10) Reactant: [OH:1][NH:2][C:3](=[O:12])[O:4][CH2:5][C:6]1[CH:11]=[CH:10][CH:9]=[CH:8][CH:7]=1.C(N(CC)CC)C.[CH3:20][C:21]([CH3:26])([CH3:25])[C:22](Cl)=[O:23]. Product: [CH3:20][C:21]([CH3:26])([CH3:25])[C:22]([O:1][NH:2][C:3]([O:4][CH2:5][C:6]1[CH:7]=[CH:8][CH:9]=[CH:10][CH:11]=1)=[O:12])=[O:23]. The catalyst class is: 2.